From a dataset of Full USPTO retrosynthesis dataset with 1.9M reactions from patents (1976-2016). Predict the reactants needed to synthesize the given product. (1) Given the product [C:12]([O:11][C:9](=[O:10])[N:29]([CH:26]1[CH2:27][CH2:28][N:23]([CH2:16][C:17]2[CH:22]=[CH:21][CH:20]=[CH:19][CH:18]=2)[CH2:24][CH2:25]1)[CH2:30][C:31]1[N:32]=[CH:33][N:34]([C:36]([C:49]2[CH:50]=[CH:51][CH:52]=[CH:53][CH:54]=2)([C:43]2[CH:48]=[CH:47][CH:46]=[CH:45][CH:44]=2)[C:37]2[CH:38]=[CH:39][CH:40]=[CH:41][CH:42]=2)[CH:35]=1)([CH3:13])([CH3:14])[CH3:15], predict the reactants needed to synthesize it. The reactants are: [C:9](O[C:9]([O:11][C:12]([CH3:15])([CH3:14])[CH3:13])=[O:10])([O:11][C:12]([CH3:15])([CH3:14])[CH3:13])=[O:10].[CH2:16]([N:23]1[CH2:28][CH2:27][CH:26]([NH:29][CH2:30][C:31]2[N:32]=[CH:33][N:34]([C:36]([C:49]3[CH:54]=[CH:53][CH:52]=[CH:51][CH:50]=3)([C:43]3[CH:48]=[CH:47][CH:46]=[CH:45][CH:44]=3)[C:37]3[CH:42]=[CH:41][CH:40]=[CH:39][CH:38]=3)[CH:35]=2)[CH2:25][CH2:24]1)[C:17]1[CH:22]=[CH:21][CH:20]=[CH:19][CH:18]=1. (2) Given the product [CH3:1][C:2]1[NH:6][N:5]=[C:4]([C:13]([F:16])([F:15])[F:14])[C:3]=1[C:17]1[CH:22]=[CH:21][C:20]([CH2:23][C:24]#[N:25])=[CH:19][CH:18]=1, predict the reactants needed to synthesize it. The reactants are: [CH3:1][C:2]1[N:6](C2CCCCO2)[N:5]=[C:4]([C:13]([F:16])([F:15])[F:14])[C:3]=1[C:17]1[CH:22]=[CH:21][C:20]([CH2:23][C:24]#[N:25])=[CH:19][CH:18]=1.Cl. (3) Given the product [S:1]([CH2:5][CH2:6][CH2:7][NH:10][CH2:11][CH2:12][C:13]1[N:17]=[CH:16][NH:15][CH:14]=1)([OH:4])(=[O:3])=[O:2], predict the reactants needed to synthesize it. The reactants are: [S:1]([CH2:5][CH2:6][C:7](O)=O)([OH:4])(=[O:3])=[O:2].[NH2:10][CH2:11][CH2:12][C:13]1[N:17]=[CH:16][NH:15][CH:14]=1. (4) Given the product [C:20]1([N:18]2[CH:19]=[C:15]([CH2:14][O:1][C:2]3[CH:11]=[C:10]4[C:5]([C:6](=[O:12])[CH:7]=[CH:8][O:9]4)=[CH:4][CH:3]=3)[CH:16]=[N:17]2)[CH:25]=[CH:24][CH:23]=[CH:22][CH:21]=1, predict the reactants needed to synthesize it. The reactants are: [OH:1][C:2]1[CH:11]=[C:10]2[C:5]([C:6](=[O:12])[CH:7]=[CH:8][O:9]2)=[CH:4][CH:3]=1.Cl[CH2:14][C:15]1[CH:16]=[N:17][N:18]([C:20]2[CH:25]=[CH:24][CH:23]=[CH:22][CH:21]=2)[CH:19]=1.C(=O)([O-])[O-].[K+].[K+].[I-].[K+]. (5) Given the product [CH:1]1([NH:7][C:8]2[C:13]([C:14]3[N:18]([CH3:19])[N:17]=[N:16][N:15]=3)=[CH:12][N:11]=[C:10]([NH:20][C:21]3[CH:22]=[CH:23][C:24]([S:27]([CH3:35])(=[NH:29])=[O:28])=[CH:25][CH:26]=3)[N:9]=2)[CH2:6][CH2:5][CH2:4][CH2:3][CH2:2]1, predict the reactants needed to synthesize it. The reactants are: [CH:1]1([NH:7][C:8]2[C:13]([C:14]3[N:18]([CH3:19])[N:17]=[N:16][N:15]=3)=[CH:12][N:11]=[C:10]([NH:20][C:21]3[CH:26]=[CH:25][C:24]([S:27]([CH3:35])(=[N:29]C(OCC)=O)=[O:28])=[CH:23][CH:22]=3)[N:9]=2)[CH2:6][CH2:5][CH2:4][CH2:3][CH2:2]1.C([O-])C.[Na+].[Na+].[Cl-]. (6) Given the product [OH:14][CH2:13][CH2:12][N:10]1[CH:11]=[C:7]([C:4]2[CH:5]=[CH:6][N:1]=[CH:2][CH:3]=2)[C:8]([C:21]2[CH:22]=[C:23]([NH:27][C:28]([NH:30][C:31]3[CH:32]=[CH:33][C:34]([C:37]([F:40])([F:39])[F:38])=[CH:35][CH:36]=3)=[O:29])[CH:24]=[CH:25][CH:26]=2)=[N:9]1, predict the reactants needed to synthesize it. The reactants are: [N:1]1[CH:6]=[CH:5][C:4]([C:7]2[C:8]([C:21]3[CH:22]=[C:23]([NH:27][C:28]([NH:30][C:31]4[CH:36]=[CH:35][C:34]([C:37]([F:40])([F:39])[F:38])=[CH:33][CH:32]=4)=[O:29])[CH:24]=[CH:25][CH:26]=3)=[N:9][N:10]([CH2:12][CH2:13][O:14]C3CCCCO3)[CH:11]=2)=[CH:3][CH:2]=1.C(Cl)Cl. (7) Given the product [CH3:24][C:19]1[C:18]([C:10]2[N:11]([C:26]#[N:27])[C:12]3[C:17]([C:9]=2[C:6]2[CH:5]=[CH:4][C:3]([O:2][CH3:1])=[CH:8][CH:7]=2)=[CH:16][CH:15]=[CH:14][CH:13]=3)=[C:22]([CH3:23])[O:21][N:20]=1, predict the reactants needed to synthesize it. The reactants are: [CH3:1][O:2][C:3]1[CH:8]=[CH:7][C:6]([C:9]2[C:17]3[C:12](=[CH:13][CH:14]=[CH:15][CH:16]=3)[NH:11][C:10]=2[C:18]2[C:19]([CH3:24])=[N:20][O:21][C:22]=2[CH3:23])=[CH:5][CH:4]=1.O(C1C=CC(C(C2C=CC(OC#N)=CC=2)(C)C)=CC=1)[C:26]#[N:27].CS(C)=O.CCN(CC)CC. (8) Given the product [C:17]([C:16]1[CH:19]=[CH:20][C:13]([N:7]2[C:8](=[O:12])[C:9]([CH3:11])([CH3:10])[N:5]([CH2:4][C:3]3[CH:25]=[CH:26][C:27]([F:29])=[CH:28][C:2]=3[NH:30][C:31]3[CH:32]=[CH:33][C:34]([C:35]([O:37][CH3:38])=[O:36])=[CH:39][CH:40]=3)[C:6]2=[O:24])=[CH:14][C:15]=1[CH:21]1[CH2:23][CH2:22]1)#[N:18], predict the reactants needed to synthesize it. The reactants are: Br[C:2]1[CH:28]=[C:27]([F:29])[CH:26]=[CH:25][C:3]=1[CH2:4][N:5]1[C:9]([CH3:11])([CH3:10])[C:8](=[O:12])[N:7]([C:13]2[CH:20]=[CH:19][C:16]([C:17]#[N:18])=[C:15]([CH:21]3[CH2:23][CH2:22]3)[CH:14]=2)[C:6]1=[O:24].[NH2:30][C:31]1[CH:40]=[CH:39][C:34]([C:35]([O:37][CH3:38])=[O:36])=[CH:33][CH:32]=1. (9) The reactants are: [F:1][C:2]1[CH:7]=[CH:6][CH:5]=[C:4]([F:8])[C:3]=1[N:9]1[C:14]2[N:15]=[C:16]([S:29][CH3:30])[N:17]=[C:18]([C:19]3[CH:20]=[C:21]([CH:25]=[CH:26][C:27]=3[CH3:28])[C:22](O)=[O:23])[C:13]=2[CH2:12][NH:11][C:10]1=[O:31].[CH2:32]([NH2:39])[C:33]1[CH:38]=[CH:37][CH:36]=[CH:35][CH:34]=1.Cl.CN(C)CCCN=C=NCC.O.ON1C2C=CC=CC=2N=N1. Given the product [NH4+:9].[OH-:23].[F:8][C:4]1[CH:5]=[CH:6][CH:7]=[C:2]([F:1])[C:3]=1[N:9]1[C:14]2[N:15]=[C:16]([S:29][CH3:30])[N:17]=[C:18]([C:19]3[CH:20]=[C:21]([CH:25]=[CH:26][C:27]=3[CH3:28])[C:22]([NH:39][CH2:32][C:33]3[CH:38]=[CH:37][CH:36]=[CH:35][CH:34]=3)=[O:23])[C:13]=2[CH2:12][NH:11][C:10]1=[O:31], predict the reactants needed to synthesize it.